From a dataset of Experimentally validated miRNA-target interactions with 360,000+ pairs, plus equal number of negative samples. Binary Classification. Given a miRNA mature sequence and a target amino acid sequence, predict their likelihood of interaction. (1) The miRNA is hsa-miR-7160-5p with sequence UGCUGAGGUCCGGGCUGUGCC. The protein sequence of the target gene is MESERDMYRQFQDWCLRTYGDSGKTKTVTRKKYERIVQLLNGSESSSTDNAKFKFWVKSKGFQLGQPDEVRGGGGGAKQVLYVPVKTTDGVGVDEKLSLRRVAVVEDFFDIIYSMHVETGPNGEQIRKHAGQKRTYKAISESYAFLPREAVTRFLMSCSECQKRMHLNPDGTDHKDNGKPPTLVTSMIDYNMPITMAYMKHMKLQLLNSQQDEDESSIESDEFDMSDSTRMSAVNSDLSSNLEERMQSPQNLHGQQDDDSAAESFNGNETLGHSSIASGGTHSREMGDSNSDGKTGLEQD.... Result: 0 (no interaction). (2) The protein sequence of the target gene is MLQLRDSVDSAGTSPTAVLAAGEEVGAGGGPGGGRPGAGTPLRQTLWPLSIHDPTRRARVKEYFVFRPGSIEQAVEEIRVVVRPVEDGEIQGVWLLTEVDHWNNEKERLVLVTEQSLLICKYDFISLQCQQVVRIALNAVDTISYGEFQFPPKSLNKREGFGIRIQWDKQSRPSFINRWNPWSTNVPYATFTEHPMAGADEKTASLCQLESFKALLIQAVKKAQKESPLPGQANGVLILERPLLIETYVGLMSFINNEAKLGYSMTRGKIGF. The miRNA is hsa-miR-519d-3p with sequence CAAAGUGCCUCCCUUUAGAGUG. Result: 1 (interaction). (3) The miRNA is hsa-miR-5696 with sequence CUCAUUUAAGUAGUCUGAUGCC. The protein sequence of the target gene is MDRSSLLQLIQEQQLDPENTGFIGADTFAGLVHSHELPLDPTKLDMLVALAQSNERGQVCYQELVDLISSKRSSSFKRAIANGQRALPRDGLLDEPGLSVYKRFVRYVAYEILPCEVDRRWYFYRHRTCPPPVFMASVTLAQIIVFLCYGARLNKWVLQTYHPEYMKSPLVYHPGHRARAWRFLTYMFMHVGLEQLGFNALLQLMIGVPLEMVHGVLRISLLYLAGVLAGSLTVSITDMRAPVVGGSGGVYALCSAHLANVVMNWAGMRCPYKLLRMVLALVCMSSEVGRAVWLRFSPPL.... Result: 0 (no interaction). (4) The miRNA is hsa-miR-6071 with sequence UUCUGCUGCCGGCCAAGGC. The protein sequence of the target gene is MAASVCSGLLGPRVLSWSRELPCAWRALHTSPVCAKNRAARVRVSKGDKPVTYEEAHAPHYIAHRKGWLSLHTGNLDGEDHAAERTVEDVFLRKFMWGTFPGCLADQLVLKRRGNQLEICAVVLRQLSPHKYYFLVGYSETLLSYFYKCPVRLHLQTVPSKVVYKYL. Result: 0 (no interaction). (5) The miRNA is hsa-miR-938 with sequence UGCCCUUAAAGGUGAACCCAGU. The protein sequence of the target gene is MPPLKSPAAFHEQRRSLERARTEDYLKRKIRSRPERSELVRMHILEETSAEPSLQAKQLKLKRARLADDLNEKIAQRPGPMELVEKNILPVESSLKEAIIVGQVNYPKVADSSSFDEDSSDALSPEQPASHESQGSVPSPLEARVSEPLLSATSASPTQVVSQLPMGRDSREMLFLAEQPPLPPPPLLPPSLTNGTTIPTAKSTPTLIKQSQPKSASEKSQRSKKAKELKPKVKKLKYHQYIPPDQKQDRGAPPMDSSYAKILQQQQLFLQLQILNQQQQQHHNYQAILPAPPKSAGEAL.... Result: 0 (no interaction). (6) The miRNA is mmu-miR-195a-5p with sequence UAGCAGCACAGAAAUAUUGGC. The protein sequence of the target gene is MATPASTPDTRALVADFVGYKLRQKGYVCGAGPGEGPAADPLHQAMRAAGDEFETRFRRTFSDLAAQLHVTPGSAQQRFTQVSDELFQGGPNWGRLVAFFVFGAALCAESVNKEMEPLVGQVQDWMVAYLETRLADWIHSSGGWAEFTALYGDGALEEARRLREGNWASVRTVLTGAVALGALVTVGAFFASK. Result: 1 (interaction).